This data is from Catalyst prediction with 721,799 reactions and 888 catalyst types from USPTO. The task is: Predict which catalyst facilitates the given reaction. (1) Reactant: Cl[C:2]1[N:7]=[C:6]([NH:8][CH3:9])[C:5]([C:10]([F:13])([F:12])[F:11])=[CH:4][N:3]=1.[NH2:14][C:15]1[C:27]([Cl:28])=[CH:26][C:18]2[C:19](=[O:25])[N:20]([CH3:24])[CH2:21][CH2:22][O:23][C:17]=2[CH:16]=1.C1(C)C=CC(S(O)(=O)=O)=CC=1. Product: [Cl:28][C:27]1[C:15]([NH:14][C:2]2[N:7]=[C:6]([NH:8][CH3:9])[C:5]([C:10]([F:13])([F:12])[F:11])=[CH:4][N:3]=2)=[CH:16][C:17]2[O:23][CH2:22][CH2:21][N:20]([CH3:24])[C:19](=[O:25])[C:18]=2[CH:26]=1. The catalyst class is: 12. (2) Reactant: F[C:2]1[CH:14]=[CH:13][C:5]([C:6]([O:8]C(C)(C)C)=[O:7])=[CH:4][CH:3]=1.Cl.[CH3:16][N:17]([CH3:21])[CH2:18][CH2:19][SH:20].C(=O)([O-])[O-].[K+].[K+]. Product: [CH3:16][N:17]([CH3:21])[CH2:18][CH2:19][S:20][C:2]1[CH:3]=[CH:4][C:5]([C:6]([OH:8])=[O:7])=[CH:13][CH:14]=1. The catalyst class is: 58. (3) Reactant: C([O:3][C:4]([C:6]1([S:28]([C:31]2[CH:36]=[CH:35][C:34]([O:37][CH2:38][CH2:39][CH2:40][CH3:41])=[CH:33][CH:32]=2)(=[O:30])=[O:29])[CH2:11][CH2:10][N:9]([CH2:12][C:13]2[CH:18]=[CH:17][C:16]([O:19][CH2:20][CH2:21][N:22]3[CH2:27][CH2:26][CH2:25][CH2:24][CH2:23]3)=[CH:15][CH:14]=2)[CH2:8][CH2:7]1)=[O:5])C. Product: [CH2:38]([O:37][C:34]1[CH:33]=[CH:32][C:31]([S:28]([C:6]2([C:4]([OH:5])=[O:3])[CH2:7][CH2:8][N:9]([CH2:12][C:13]3[CH:18]=[CH:17][C:16]([O:19][CH2:20][CH2:21][N:22]4[CH2:23][CH2:24][CH2:25][CH2:26][CH2:27]4)=[CH:15][CH:14]=3)[CH2:10][CH2:11]2)(=[O:30])=[O:29])=[CH:36][CH:35]=1)[CH2:39][CH2:40][CH3:41]. The catalyst class is: 702. (4) Reactant: CC(C)(C(=O)[N:6]1[CH:11]2[CH2:12][CH2:13][CH:7]1[CH2:8][N:9]([C:14]1[C:15]3[CH:22]=[CH:21][NH:20][C:16]=3[N:17]=[CH:18][N:19]=1)[CH2:10]2)C#N.C(N(CC)CC)C.CN(C(ON1N=NC2C=CC=NC1=2)=[N+](C)C)C.F[P-](F)(F)(F)(F)F.N1C=CC=CC=1C(O)=O. Product: [CH2:12]1[C:11]2([CH2:10][N:9]([C:14]3[C:15]4[CH:22]=[CH:21][NH:20][C:16]=4[N:17]=[CH:18][N:19]=3)[CH2:8][CH2:7][NH:6]2)[CH2:13]1. The catalyst class is: 3. (5) Reactant: [C:1]1([C:6]2[CH:11]=[CH:10][C:9](/[CH:12]=[CH:13]/[S:14]([NH:17][C:18]3[CH:23]=[CH:22][CH:21]=[CH:20][C:19]=3[S:24]([NH2:27])(=[O:26])=[O:25])(=[O:16])=[O:15])=[CH:8][CH:7]=2)[CH2:5][CH2:4][CH2:3][CH:2]=1.CO.[H][H].C(OCC)(=O)C.CO. Product: [CH:1]1([C:6]2[CH:11]=[CH:10][C:9]([CH2:12][CH2:13][S:14]([NH:17][C:18]3[CH:23]=[CH:22][CH:21]=[CH:20][C:19]=3[S:24]([NH2:27])(=[O:25])=[O:26])(=[O:15])=[O:16])=[CH:8][CH:7]=2)[CH2:5][CH2:4][CH2:3][CH2:2]1. The catalyst class is: 25. (6) Reactant: [CH:1]1([NH2:6])[CH2:5][CH2:4][CH2:3][CH2:2]1.C(O)(=O)C.C([BH3-])#N.[Na+].[CH2:15]([O:17][C:18](=[O:28])[C:19]([CH:26]=O)([CH3:25])[CH2:20][CH2:21][CH:22]([CH3:24])[CH3:23])[CH3:16]. Product: [CH2:15]([O:17][C:18](=[O:28])[C:19]([CH2:25][NH:6][CH:1]1[CH2:5][CH2:4][CH2:3][CH2:2]1)([CH3:26])[CH2:20][CH2:21][CH:22]([CH3:23])[CH3:24])[CH3:16]. The catalyst class is: 8. (7) Reactant: [CH2:1]([C:5](C)=O)[CH:2](C)C.[CH2:8]([N:10]([CH2:13][CH3:14])[CH2:11][CH3:12])C.[CH3:15][C@H:16]1[C@@:25]2([CH3:41])[C@H:26]([O:36][C:37]([CH2:39]O)=[O:38])[CH2:27][C@:28]([CH:34]=[CH2:35])([CH3:33])[C@@H:29]([OH:32])[C@H:30]([CH3:31])[C@:19]3([C@@H:24]2[C:22](=[O:23])[CH2:21][CH2:20]3)[CH2:18][CH2:17]1.[S:42]([O-])(=O)(=O)C.Cl. Product: [CH3:15][C@H:16]1[C@@:25]2([CH3:41])[C@H:26]([O:36][C:37]([CH2:39][S:42][CH:1]3[CH2:5][CH:11]4[N:10]([CH3:8])[CH:13]([CH2:14][CH2:12]4)[CH2:2]3)=[O:38])[CH2:27][C@:28]([CH:34]=[CH2:35])([CH3:33])[C@@H:29]([OH:32])[C@H:30]([CH3:31])[C@:19]3([C@H:24]2[C:22](=[O:23])[CH2:21][CH2:20]3)[CH2:18][CH2:17]1. The catalyst class is: 6. (8) The catalyst class is: 33. Product: [CH:1]1([NH:4][C:5]([C:7]2[CH:12]=[C:11]([C:13]3[CH:18]=[CH:17][C:16]([C:19]([NH:21][NH2:22])=[O:20])=[CH:15][CH:14]=3)[C:10]([CH3:30])=[CH:9][CH:8]=2)=[O:6])[CH2:3][CH2:2]1. Reactant: [CH:1]1([NH:4][C:5]([C:7]2[CH:8]=[CH:9][C:10]([CH3:30])=[C:11]([C:13]3[CH:18]=[CH:17][C:16]([C:19]([NH:21][NH:22]C(OC(C)(C)C)=O)=[O:20])=[CH:15][CH:14]=3)[CH:12]=2)=[O:6])[CH2:3][CH2:2]1. (9) The catalyst class is: 54. Product: [Cl:1][C:2]1[CH:3]=[CH:4][C:5]2[NH:11][C:10](=[S:35])[C@@H:9]([CH2:13][C:14]([O:16][CH2:17][CH3:18])=[O:15])[O:8][C@H:7]([C:19]3[CH:24]=[CH:23][CH:22]=[C:21]([O:25][CH3:26])[C:20]=3[Cl:27])[C:6]=2[CH:28]=1. Reactant: [Cl:1][C:2]1[CH:3]=[CH:4][C:5]2[NH:11][C:10](=O)[C@@H:9]([CH2:13][C:14]([O:16][CH2:17][CH3:18])=[O:15])[O:8][C@H:7]([C:19]3[CH:24]=[CH:23][CH:22]=[C:21]([O:25][CH3:26])[C:20]=3[Cl:27])[C:6]=2[CH:28]=1.C(=O)([O-])O.[Na+].P12(SP3(SP(SP(S3)(S1)=S)(=S)S2)=S)=[S:35]. (10) Reactant: [CH:1]1([N:7]2[C:11]([CH2:12][C:13]3[CH:20]=[CH:19][C:16]([C:17]#N)=[CH:15][CH:14]=3)=[CH:10][C:9]([C:21]3[CH:26]=[CH:25][C:24]([O:27][C:28]([F:31])([F:30])[F:29])=[CH:23][CH:22]=3)=[N:8]2)[CH2:6][CH2:5][CH2:4][CH2:3][CH2:2]1.[OH2:32].[OH-:33].[K+]. Product: [CH:1]1([N:7]2[C:11]([CH2:12][C:13]3[CH:20]=[CH:19][C:16]([C:17]([OH:33])=[O:32])=[CH:15][CH:14]=3)=[CH:10][C:9]([C:21]3[CH:26]=[CH:25][C:24]([O:27][C:28]([F:29])([F:30])[F:31])=[CH:23][CH:22]=3)=[N:8]2)[CH2:2][CH2:3][CH2:4][CH2:5][CH2:6]1. The catalyst class is: 8.